From a dataset of Full USPTO retrosynthesis dataset with 1.9M reactions from patents (1976-2016). Predict the reactants needed to synthesize the given product. (1) Given the product [Cl:38][C:39]1[S:60][C:42]2[NH:43][C:44]([C:46]([NH:48][C@@H:49]3[CH2:57][C:56]4[C:51](=[CH:52][CH:53]=[CH:54][CH:55]=4)[C@H:50]3[N:58]([C:23](=[O:25])[CH2:22][O:21][CH3:20])[CH3:59])=[O:47])=[CH:45][C:41]=2[CH:40]=1, predict the reactants needed to synthesize it. The reactants are: CCN(C(C)C)C(C)C.C1C=CC2N(O)N=NC=2C=1.[CH3:20][O:21][CH2:22][C:23]([OH:25])=O.CCN=C=NCCCN(C)C.Cl.[Cl:38][C:39]1[S:60][C:42]2[NH:43][C:44]([C:46]([NH:48][C@@H:49]3[CH2:57][C:56]4[C:51](=[CH:52][CH:53]=[CH:54][CH:55]=4)[C@H:50]3[NH:58][CH3:59])=[O:47])=[CH:45][C:41]=2[CH:40]=1. (2) Given the product [CH:1]([C:5]1([CH:11]([C:12]#[N:13])[C:14]#[N:15])[CH2:10][CH2:9][CH2:8][CH2:7][CH2:6]1)=[CH2:2], predict the reactants needed to synthesize it. The reactants are: [CH:1]([Mg]Br)=[CH2:2].[C:5]1(=[C:11]([C:14]#[N:15])[C:12]#[N:13])[CH2:10][CH2:9][CH2:8][CH2:7][CH2:6]1.